This data is from Forward reaction prediction with 1.9M reactions from USPTO patents (1976-2016). The task is: Predict the product of the given reaction. Given the reactants [NH2:1][C:2]1[CH:3]=[C:4](OB(O)O)[CH:5]=[CH:6][CH:7]=1.C(=O)([O-])[O-].[Na+].[Na+].Br[C:19]1[CH:41]=[CH:40][C:22]([CH2:23][O:24][C:25]2[CH:26]=[C:27]3[C:32](=[CH:33][CH:34]=2)[CH2:31][CH:30]([CH2:35][CH2:36][N:37]([CH3:39])[CH3:38])[CH2:29][CH2:28]3)=[CH:21][CH:20]=1.[Cl-:42].[Na+], predict the reaction product. The product is: [ClH:42].[NH2:1][C:2]1[CH:7]=[C:6]([C:19]2[CH:41]=[CH:40][C:22]([CH2:23][O:24][C:25]3[CH:26]=[C:27]4[C:32](=[CH:33][CH:34]=3)[CH2:31][CH:30]([CH2:35][CH2:36][N:37]([CH3:39])[CH3:38])[CH2:29][CH2:28]4)=[CH:21][CH:20]=2)[CH:5]=[CH:4][CH:3]=1.